This data is from Reaction yield outcomes from USPTO patents with 853,638 reactions. The task is: Predict the reaction yield, written as a fraction of the theoretical maximum amount of product (1.0 means a 100% yield; for example, 0.34 means a 34% yield). (1) The reactants are [C:1]([C:3]1[CH:4]=[N:5][N:6]2[C:11](=[O:12])[C:10]([CH2:13][CH3:14])=[C:9]([C:15](OCC)=[O:16])[N:8]([CH3:20])[C:7]=12)#[N:2].[NH4+:21].[OH-]. The yield is 0.492. The product is [C:1]([C:3]1[CH:4]=[N:5][N:6]2[C:11](=[O:12])[C:10]([CH2:13][CH3:14])=[C:9]([C:15]([NH2:21])=[O:16])[N:8]([CH3:20])[C:7]=12)#[N:2]. No catalyst specified. (2) The catalyst is O1CCOCC1.O.C1C=CC(P(C2C=CC=CC=2)[C-]2C=CC=C2)=CC=1.C1C=CC(P(C2C=CC=CC=2)[C-]2C=CC=C2)=CC=1.Cl[Pd]Cl.[Fe+2]. The yield is 0.420. The product is [Cl:8][C:4]1[CH:3]=[C:2]([CH:9]2[CH2:11][CH2:10]2)[CH:7]=[CH:6][N:5]=1. The reactants are Br[C:2]1[CH:7]=[CH:6][N:5]=[C:4]([Cl:8])[CH:3]=1.[CH:9]1(B(O)O)[CH2:11][CH2:10]1.C(=O)([O-])[O-].[Na+].[Na+].